From a dataset of HIV replication inhibition screening data with 41,000+ compounds from the AIDS Antiviral Screen. Binary Classification. Given a drug SMILES string, predict its activity (active/inactive) in a high-throughput screening assay against a specified biological target. (1) The molecule is COc1cc(N=CN(C)C)c2ncccc2c1. The result is 0 (inactive). (2) The molecule is O=C1NC2(O)c3ccccc3C(=O)C2(O)N1c1ccccc1. The result is 0 (inactive). (3) The compound is CC1CN(c2ccc(Cl)cc2)CC(C)(C)OC(=O)O1. The result is 0 (inactive). (4) The compound is N#CC12C(=O)N3C(=NC(c4ccccc4)NC3c3ccccc3)C1(C#N)C(c1ccccc1)NC1=C2CCC1. The result is 0 (inactive). (5) The molecule is O=C1CSC2=NCC3(NN12)c1ccccc1-c1ccccc13. The result is 0 (inactive). (6) The molecule is C=C1CN(S(=O)(=O)c2ccc([N+](=O)[O-])cc2)CC(=C)CN(S(=O)(=O)c2ccc([N+](=O)[O-])cc2)CC(=C)CN(S(=O)(=O)c2ccc([N+](=O)[O-])cc2)C1. The result is 0 (inactive).